From a dataset of Reaction yield outcomes from USPTO patents with 853,638 reactions. Predict the reaction yield, written as a fraction of the theoretical maximum amount of product (1.0 means a 100% yield; for example, 0.34 means a 34% yield). (1) The reactants are [CH3:1][O:2][C:3]1[CH:8]=[C:7]([C:9]([F:12])([F:11])[F:10])[CH:6]=[CH:5][C:4]=1[N:13]1[C:18](=[O:19])[CH2:17][O:16][C:15]2[CH:20]=[C:21]([N+:24]([O-])=O)[CH:22]=[CH:23][C:14]1=2.C(O)(=O)C. The catalyst is C1COCC1.[Fe]. The product is [NH2:24][C:21]1[CH:22]=[CH:23][C:14]2[N:13]([C:4]3[CH:5]=[CH:6][C:7]([C:9]([F:12])([F:10])[F:11])=[CH:8][C:3]=3[O:2][CH3:1])[C:18](=[O:19])[CH2:17][O:16][C:15]=2[CH:20]=1. The yield is 0.743. (2) The reactants are [Br:1][C:2]1[CH:3]=[CH:4][C:5]([F:21])=[C:6]([C@:8]2([CH2:19][F:20])[CH2:13][C@@H:12]([C:14]([F:17])([F:16])[F:15])[O:11][C:10]([NH2:18])=[N:9]2)[CH:7]=1.C(N(CC)CC)C.[C:29](O[C:29](=[O:36])[C:30]1[CH:35]=[CH:34][CH:33]=[CH:32][CH:31]=1)(=[O:36])[C:30]1[CH:35]=[CH:34][CH:33]=[CH:32][CH:31]=1. The catalyst is CN(C=O)C.C([O-])([O-])=O.[Na+].[Na+]. The product is [Br:1][C:2]1[CH:3]=[CH:4][C:5]([F:21])=[C:6]([C@:8]2([CH2:19][F:20])[CH2:13][C@@H:12]([C:14]([F:16])([F:17])[F:15])[O:11][C:10]([NH:18][C:29](=[O:36])[C:30]3[CH:35]=[CH:34][CH:33]=[CH:32][CH:31]=3)=[N:9]2)[CH:7]=1. The yield is 1.00. (3) The reactants are C(OC(=O)[NH:10][C:11]1[C:12]([C:22]2[NH:23][C:24]([CH3:31])=[C:25]([C:27]([F:30])([F:29])[F:28])[N:26]=2)=[N:13][N:14]([CH:16]2[CH2:21][CH2:20][CH2:19][CH2:18][O:17]2)[CH:15]=1)C1C=CC=CC=1. The catalyst is C(O)C.[Pd]. The product is [CH3:31][C:24]1[NH:23][C:22]([C:12]2[C:11]([NH2:10])=[CH:15][N:14]([CH:16]3[CH2:21][CH2:20][CH2:19][CH2:18][O:17]3)[N:13]=2)=[N:26][C:25]=1[C:27]([F:30])([F:28])[F:29]. The yield is 0.920. (4) The reactants are [CH3:1][O:2][C:3]1[CH:4]=[C:5]2[C:9](=[CH:10][CH:11]=1)[N:8](C)[CH:7]=[C:6]2[C:13]1[N:25]([CH2:26][O:27][CH2:28][CH2:29][Si:30]([CH3:33])([CH3:32])[CH3:31])[C:16]2=[N:17][CH:18]=[C:19]([CH2:21][NH:22][CH:23]=O)[N:20]=[C:15]2[CH:14]=1.[CH3:34]OC1C=CC(P2(SP(C3C=CC(OC)=CC=3)(=S)S2)=S)=CC=1. The catalyst is O1CCOCC1.CCOC(C)=O. The product is [CH3:1][O:2][C:3]1([CH3:34])[CH:11]=[CH:10][C:9]2[C:5]([C:6]([C:13]3[N:25]([CH2:26][O:27][CH2:28][CH2:29][Si:30]([CH3:33])([CH3:31])[CH3:32])[C:16]4[N:17]=[CH:18][C:19]5[N:20]([CH:23]=[N:22][CH:21]=5)[C:15]=4[CH:14]=3)=[CH:7][N:8]=2)=[CH:4]1. The yield is 0.490. (5) The reactants are [NH:1]1[C:5]2=[CH:6][N:7]=[CH:8][CH:9]=[C:4]2[CH:3]=[C:2]1[CH:10]=[O:11].[CH:12]([Mg]Br)([CH3:14])[CH3:13].C(OCC)C.[Cl-].[NH4+]. The catalyst is O1CCCC1.O. The product is [CH3:13][CH:12]([CH3:14])[CH:10]([C:2]1[NH:1][C:5]2=[CH:6][N:7]=[CH:8][CH:9]=[C:4]2[CH:3]=1)[OH:11]. The yield is 0.530. (6) The reactants are C[O:2][CH2:3][C@H:4]([CH3:34])[O:5][C:6]1[CH:7]=[C:8]([CH:20]=[C:21]([C:23]2[NH:24][C:25]([C:28]3[O:29][C:30]([CH3:33])=[N:31][N:32]=3)=[CH:26][CH:27]=2)[CH:22]=1)[O:9][C:10]1[CH:15]=[N:14][C:13]([S:16]([CH3:19])(=[O:18])=[O:17])=[CH:12][N:11]=1.B(Br)(Br)Br.C(=O)([O-])O.[Na+]. The catalyst is C(Cl)Cl. The product is [CH3:33][C:30]1[O:29][C:28]([C:25]2[NH:24][C:23]([C:21]3[CH:22]=[C:6]([CH:7]=[C:8]([O:9][C:10]4[CH:15]=[N:14][C:13]([S:16]([CH3:19])(=[O:17])=[O:18])=[CH:12][N:11]=4)[CH:20]=3)[O:5][C@@H:4]([CH3:34])[CH2:3][OH:2])=[CH:27][CH:26]=2)=[N:32][N:31]=1. The yield is 0.590. (7) The reactants are [Br:1][C:2]1[CH:7]=[N:6][C:5]([C:8]#[N:9])=[C:4]2[NH:10][CH:11]=[CH:12][C:3]=12.[OH-:13].[Na+].OO. The catalyst is CCO. The product is [Br:1][C:2]1[CH:7]=[N:6][C:5]([C:8]([NH2:9])=[O:13])=[C:4]2[NH:10][CH:11]=[CH:12][C:3]=12. The yield is 0.830.